Dataset: hERG potassium channel inhibition data for cardiac toxicity prediction from Karim et al.. Task: Regression/Classification. Given a drug SMILES string, predict its toxicity properties. Task type varies by dataset: regression for continuous values (e.g., LD50, hERG inhibition percentage) or binary classification for toxic/non-toxic outcomes (e.g., AMES mutagenicity, cardiotoxicity, hepatotoxicity). Dataset: herg_karim. (1) The molecule is CCCN(CCO)CCCOc1cc2ncnc(Nc3cc(CC(=O)Nc4cccc(F)c4F)[nH]n3)c2cc1OC. The result is 0 (non-blocker). (2) The compound is COc1ccc(-c2cc(NC(=O)CCCN3CCCCC3)[nH]n2)cc1. The result is 1 (blocker). (3) The molecule is CC(C)c1cc(C#N)cc2nc(-c3ccc(C(=O)NCC4CN(c5ccc(-c6ccccc6C#N)cn5)C(=O)O4)cc3)oc12. The result is 1 (blocker). (4) The drug is CCN1CCN(c2cc3[nH]c(S[C@]4(C)CC[C@@H](NS(C)(=O)=O)CC4)nc3cc2Cl)CC1. The result is 0 (non-blocker). (5) The compound is CC#Cc1ccnc(-c2ccc3c(c2)C2(COC(N)=N2)C2(COC2)CO3)c1. The result is 0 (non-blocker).